This data is from Reaction yield outcomes from USPTO patents with 853,638 reactions. The task is: Predict the reaction yield, written as a fraction of the theoretical maximum amount of product (1.0 means a 100% yield; for example, 0.34 means a 34% yield). (1) The reactants are [CH3:1][C:2]1([C:8]([OH:10])=O)[CH2:7][CH2:6][CH2:5][CH2:4][CH2:3]1.Cl.[CH3:12][O:13]CN.CC[N:18]([CH2:21]C)CC.Cl. The catalyst is C(Cl)Cl.CN(C1C=CN=CC=1)C.C(OCC)(=O)C. The product is [CH3:12][O:13][N:18]([CH3:21])[C:8]([C:2]1([CH3:1])[CH2:7][CH2:6][CH2:5][CH2:4][CH2:3]1)=[O:10]. The yield is 0.573. (2) The reactants are N(C(OCC)=O)=NC(OCC)=O.[Cl:13][C:14]1[CH:33]=[CH:32][C:17]([NH:18][C:19]2[C:28]3[C:23](=[CH:24][C:25]([OH:31])=[C:26]([O:29][CH3:30])[CH:27]=3)[N:22]=[CH:21][N:20]=2)=[C:16]([F:34])[CH:15]=1.C1(P(C2C=CC=CC=2)C2C=CC=CC=2)C=CC=CC=1.O[CH2:55][CH2:56][CH2:57][N:58]1[CH2:62][CH2:61][CH2:60][C@H:59]1[C:63]([NH2:65])=[O:64]. The catalyst is C(Cl)Cl. The product is [ClH:13].[C:63]([C@@H:59]1[CH2:60][CH2:61][CH2:62][N:58]1[CH2:57][CH2:56][CH2:55][O:31][C:25]1[CH:24]=[C:23]2[C:28]([C:19]([NH:18][C:17]3[CH:32]=[CH:33][C:14]([Cl:13])=[CH:15][C:16]=3[F:34])=[N:20][CH:21]=[N:22]2)=[CH:27][C:26]=1[O:29][CH3:30])(=[O:64])[NH2:65]. The yield is 0.320. (3) The reactants are [F:1][C:2]1[C:7]([OH:8])=[CH:6][CH:5]=[C:4]([F:9])[C:3]=1[NH:10][C:11](=O)[C:12]1[CH:17]=[C:16]([C:18]2[CH:23]=[CH:22][CH:21]=[C:20]([F:24])[CH:19]=2)[CH:15]=[C:14]([CH3:25])[C:13]=1[F:26]. The yield is 0.770. The catalyst is C1COCC1. The product is [F:1][C:2]1[C:3]([NH:10][CH2:11][C:12]2[CH:17]=[C:16]([C:18]3[CH:23]=[CH:22][CH:21]=[C:20]([F:24])[CH:19]=3)[CH:15]=[C:14]([CH3:25])[C:13]=2[F:26])=[C:4]([F:9])[CH:5]=[CH:6][C:7]=1[OH:8]. (4) The reactants are [Br:1][C:2]1[CH:7]=[C:6]([NH2:8])[CH:5]=[C:4]([C:9]([F:12])([F:11])[F:10])[C:3]=1[NH2:13].Br[CH2:15][CH2:16][O:17][CH2:18][CH2:19]Br.C(N(CC)C(C)C)(C)C.C(=O)(O)[O-]. The product is [Br:1][C:2]1[CH:7]=[C:6]([N:8]2[CH2:19][CH2:18][O:17][CH2:16][CH2:15]2)[CH:5]=[C:4]([C:9]([F:12])([F:11])[F:10])[C:3]=1[NH2:13]. The catalyst is CN(C)C=O. The yield is 0.630. (5) The reactants are [CH3:1][O:2][C:3]1[CH:4]=[C:5]([NH:9][CH:10]([C:41]2[CH:46]=[CH:45][CH:44]=[CH:43][CH:42]=2)[C:11]([C:13]2[C:21]3[C:16](=[CH:17][CH:18]=[CH:19][CH:20]=3)[N:15]([S:22]([CH:25]3[CH2:30][CH2:29][N:28](C(OCC4C=CC=CC=4)=O)[CH2:27][CH2:26]3)(=[O:24])=[O:23])[CH:14]=2)=[O:12])[CH:6]=[CH:7][CH:8]=1.C([O-])=O.[NH4+]. The catalyst is CO.C1COCC1.[OH-].[Pd+2].[OH-]. The product is [CH3:1][O:2][C:3]1[CH:4]=[C:5]([NH:9][CH:10]([C:41]2[CH:46]=[CH:45][CH:44]=[CH:43][CH:42]=2)[C:11]([C:13]2[C:21]3[C:16](=[CH:17][CH:18]=[CH:19][CH:20]=3)[N:15]([S:22]([CH:25]3[CH2:26][CH2:27][NH:28][CH2:29][CH2:30]3)(=[O:23])=[O:24])[CH:14]=2)=[O:12])[CH:6]=[CH:7][CH:8]=1. The yield is 0.0800.